From a dataset of Peptide-MHC class II binding affinity with 134,281 pairs from IEDB. Regression. Given a peptide amino acid sequence and an MHC pseudo amino acid sequence, predict their binding affinity value. This is MHC class II binding data. (1) The peptide sequence is RIEEVTRMAMTDTTP. The MHC is DRB1_0901 with pseudo-sequence DRB1_0901. The binding affinity (normalized) is 0.443. (2) The peptide sequence is VVDLSKMRAVWVDGK. The MHC is DRB1_1302 with pseudo-sequence DRB1_1302. The binding affinity (normalized) is 0.489. (3) The peptide sequence is FTVNQTSRLLMRRMR. The MHC is HLA-DQA10303-DQB10402 with pseudo-sequence HLA-DQA10303-DQB10402. The binding affinity (normalized) is 0.482. (4) The peptide sequence is QKVVIFILLILVTPS. The MHC is DRB1_1501 with pseudo-sequence DRB1_1501. The binding affinity (normalized) is 0.212. (5) The peptide sequence is IEGITLLNAKFFHMN. The MHC is HLA-DQA10104-DQB10503 with pseudo-sequence HLA-DQA10104-DQB10503. The binding affinity (normalized) is 0.395. (6) The peptide sequence is YQPAAMRRLSLILLA. The MHC is DRB3_0101 with pseudo-sequence DRB3_0101. The binding affinity (normalized) is 0.212. (7) The peptide sequence is NFRFLTEKGMKNVFD. The MHC is HLA-DPA10103-DPB10401 with pseudo-sequence HLA-DPA10103-DPB10401. The binding affinity (normalized) is 0.267.